Dataset: Peptide-MHC class II binding affinity with 134,281 pairs from IEDB. Task: Regression. Given a peptide amino acid sequence and an MHC pseudo amino acid sequence, predict their binding affinity value. This is MHC class II binding data. (1) The peptide sequence is HGRQIKMAKLLGRDPE. The MHC is DRB1_1501 with pseudo-sequence DRB1_1501. The binding affinity (normalized) is 0.133. (2) The peptide sequence is QSTFLGASQRGVGVA. The MHC is HLA-DQA10501-DQB10402 with pseudo-sequence HLA-DQA10501-DQB10402. The binding affinity (normalized) is 0.567.